From a dataset of Full USPTO retrosynthesis dataset with 1.9M reactions from patents (1976-2016). Predict the reactants needed to synthesize the given product. (1) The reactants are: [Cl:1][C:2]1[CH:7]=[CH:6][C:5]([C:8]2[CH:13]=[CH:12][CH:11]=[CH:10][CH:9]=2)=[C:4]([NH2:14])[CH:3]=1.N1C=CC=CC=1.[C:21](OC(=O)C)(=[O:23])[CH3:22].[Cl-].[NH4+]. Given the product [Cl:1][C:2]1[CH:7]=[CH:6][C:5]([C:8]2[CH:13]=[CH:12][CH:11]=[CH:10][CH:9]=2)=[C:4]([NH:14][C:21](=[O:23])[CH3:22])[CH:3]=1, predict the reactants needed to synthesize it. (2) Given the product [CH3:3][C:4]1[NH:8][N:7]=[CH:6][C:5]=1[C:9]1[S:17][C:16]2[C:15](=[O:18])[NH:14][C:13]([C@@H:19]3[CH2:24][CH2:23][CH2:22][CH2:21][NH:20]3)=[N:12][C:11]=2[CH:10]=1, predict the reactants needed to synthesize it. The reactants are: Cl.Cl.[CH3:3][C:4]1[NH:8][N:7]=[CH:6][C:5]=1[C:9]1[S:17][C:16]2[C:15](=[O:18])[NH:14][C:13]([C@@H:19]3[CH2:24][CH2:23][CH2:22][CH2:21][NH:20]3)=[N:12][C:11]=2[CH:10]=1.C(N(CC)CC)C. (3) Given the product [CH2:19]([NH:18][C:17]([C:14]1[CH:13]=[CH:12][C:11]([C:8]2[O:9][CH:10]=[C:6]([C:4]([OH:5])=[O:3])[N:7]=2)=[CH:16][CH:15]=1)=[O:21])[CH3:20], predict the reactants needed to synthesize it. The reactants are: C([O:3][C:4]([C:6]1[N:7]=[C:8]([C:11]2[CH:16]=[CH:15][C:14]([C:17](=[O:21])[NH:18][CH2:19][CH3:20])=[CH:13][CH:12]=2)[O:9][CH:10]=1)=[O:5])C.[OH-].[Na+]. (4) The reactants are: [NH:1]1[CH:5]=[CH:4][C:3]([C:6]2[C:15]3[C:10](=[CH:11][CH:12]=[CH:13][CH:14]=3)[N:9]=[CH:8][CH:7]=2)=[N:2]1.[F:16][C:17]1[CH:18]=[CH:19][C:20]([CH3:27])=[C:21]([S:23](Cl)(=[O:25])=[O:24])[CH:22]=1. Given the product [F:16][C:17]1[CH:18]=[CH:19][C:20]([CH3:27])=[C:21]([S:23]([N:1]2[CH:5]=[CH:4][C:3]([C:6]3[C:15]4[C:10](=[CH:11][CH:12]=[CH:13][CH:14]=4)[N:9]=[CH:8][CH:7]=3)=[N:2]2)(=[O:25])=[O:24])[CH:22]=1, predict the reactants needed to synthesize it. (5) The reactants are: CCO.[Cl:4][C:5]1[CH:6]=[C:7]([C:11](=O)[CH3:12])[CH:8]=[CH:9][CH:10]=1.Cl.[Br:15][C:16]1[CH:21]=[CH:20][C:19]([NH:22][NH2:23])=[CH:18][CH:17]=1.C([O-])(O)=O.[Na+]. Given the product [Br:15][C:16]1[CH:21]=[CH:20][C:19]([NH:22]/[N:23]=[C:11](/[C:7]2[CH:8]=[CH:9][CH:10]=[C:5]([Cl:4])[CH:6]=2)\[CH3:12])=[CH:18][CH:17]=1, predict the reactants needed to synthesize it. (6) Given the product [C:38]([O:42][C:43]([NH:45][CH:46]([C:50]([F:51])([F:52])[F:53])[C:47]([NH:1][CH2:2][C:3]1[CH:4]=[CH:5][C:6]([C:34]([F:36])([F:37])[F:35])=[C:7]([NH:9][C:10]2[NH:14][C:13]3[CH:15]=[C:16]([O:32][CH3:33])[C:17]([C:19]([NH:21][C@H:22]4[CH2:27][CH2:26][C@H:25]([C:28]([F:29])([F:30])[F:31])[CH2:24][CH2:23]4)=[O:20])=[CH:18][C:12]=3[N:11]=2)[CH:8]=1)=[O:48])=[O:44])([CH3:41])([CH3:39])[CH3:40], predict the reactants needed to synthesize it. The reactants are: [NH2:1][CH2:2][C:3]1[CH:4]=[CH:5][C:6]([C:34]([F:37])([F:36])[F:35])=[C:7]([NH:9][C:10]2[NH:14][C:13]3[CH:15]=[C:16]([O:32][CH3:33])[C:17]([C:19]([NH:21][C@H:22]4[CH2:27][CH2:26][C@H:25]([C:28]([F:31])([F:30])[F:29])[CH2:24][CH2:23]4)=[O:20])=[CH:18][C:12]=3[N:11]=2)[CH:8]=1.[C:38]([O:42][C:43]([NH:45][CH:46]([C:50]([F:53])([F:52])[F:51])[C:47](O)=[O:48])=[O:44])([CH3:41])([CH3:40])[CH3:39].CN(C(ON1N=NC2C=CC=CC1=2)=[N+](C)C)C.[B-](F)(F)(F)F. (7) Given the product [C:1]([O:5][C:6]([N:8]1[CH2:9][CH2:10][CH:11]([N:14]2[CH:18]=[C:17]([C:56]3[CH:55]=[CH:54][N:53]=[C:52]([C:57]#[N:58])[CH:51]=3)[C:16]([C:28]3[CH:33]=[CH:32][CH:31]=[C:30]([N:34]([S:38]([C:41]4[CH:46]=[C:45]([F:47])[CH:44]=[CH:43][C:42]=4[F:48])(=[O:40])=[O:39])[CH2:35][O:36][CH3:37])[C:29]=3[F:49])=[N:15]2)[CH2:12][CH2:13]1)=[O:7])([CH3:4])([CH3:2])[CH3:3], predict the reactants needed to synthesize it. The reactants are: [C:1]([O:5][C:6]([N:8]1[CH2:13][CH2:12][CH:11]([N:14]2[CH:18]=[C:17](B3OC(C)(C)C(C)(C)O3)[C:16]([C:28]3[CH:33]=[CH:32][CH:31]=[C:30]([N:34]([S:38]([C:41]4[CH:46]=[C:45]([F:47])[CH:44]=[CH:43][C:42]=4[F:48])(=[O:40])=[O:39])[CH2:35][O:36][CH3:37])[C:29]=3[F:49])=[N:15]2)[CH2:10][CH2:9]1)=[O:7])([CH3:4])([CH3:3])[CH3:2].Br[C:51]1[C:52]([C:57]#[N:58])=[N:53][CH:54]=[CH:55][CH:56]=1.C(=O)([O-])[O-].[Cs+].[Cs+].